From a dataset of Forward reaction prediction with 1.9M reactions from USPTO patents (1976-2016). Predict the product of the given reaction. (1) Given the reactants [C:1]([NH:4][C:5]1[CH:10]=[C:9]([C:11]2[S:15][C:14]([C:16]([NH2:18])=O)=[C:13]([CH2:19][C:20]3[CH:25]=[CH:24][C:23]([Cl:26])=[CH:22][CH:21]=3)[C:12]=2[C:27]#[N:28])[CH:8]=[CH:7][N:6]=1)(=[O:3])[CH3:2].COC(OC)[N:32]([CH3:34])C.[NH2:37]N, predict the reaction product. The product is: [Cl:26][C:23]1[CH:22]=[CH:21][C:20]([CH2:19][C:13]2[C:12]([C:27]#[N:28])=[C:11]([C:9]3[CH:8]=[CH:7][N:6]=[C:5]([NH:4][C:1](=[O:3])[CH3:2])[CH:10]=3)[S:15][C:14]=2[C:16]2[NH:18][CH:34]=[N:32][N:37]=2)=[CH:25][CH:24]=1. (2) Given the reactants [Cl:1][C:2]1[C:11]([C:12]([C:15]#[N:16])([CH3:14])[CH3:13])=[CH:10][CH:9]=[CH:8][C:3]=1[C:4]([O:6]C)=[O:5].CO.O.O.[OH-].[Li+], predict the reaction product. The product is: [Cl:1][C:2]1[C:11]([C:12]([C:15]#[N:16])([CH3:14])[CH3:13])=[CH:10][CH:9]=[CH:8][C:3]=1[C:4]([OH:6])=[O:5]. (3) Given the reactants [C:1](=[O:4])([O-])[O-].[K+].[K+].[Br:7][C:8]1[C:9]([F:16])=[C:10](O)[C:11]([Cl:14])=[CH:12][CH:13]=1.CI, predict the reaction product. The product is: [Br:7][C:8]1[CH:13]=[CH:12][C:11]([Cl:14])=[C:10]([O:4][CH3:1])[C:9]=1[F:16]. (4) Given the reactants C(O[C:4]([C:6]1[N:11]=[C:10]([C:12]2[CH:17]=[CH:16][CH:15]=[CH:14][CH:13]=2)[C:9]2[S:18][C:19]([C:21]3[CH:26]=[CH:25][CH:24]=[CH:23][CH:22]=3)=[N:20][C:8]=2[C:7]=1[OH:27])=[O:5])C.[NH2:28][CH2:29][C:30]([OH:32])=[O:31], predict the reaction product. The product is: [OH:27][C:7]1[C:8]2[N:20]=[C:19]([C:21]3[CH:22]=[CH:23][CH:24]=[CH:25][CH:26]=3)[S:18][C:9]=2[C:10]([C:12]2[CH:17]=[CH:16][CH:15]=[CH:14][CH:13]=2)=[N:11][C:6]=1[C:4]([NH:28][CH2:29][C:30]([OH:32])=[O:31])=[O:5]. (5) Given the reactants Br[C:2]1[C:10]2[N:9]=[C:8]([CH3:11])[N:7]([CH2:12][C:13]3[CH:18]=[CH:17][CH:16]=[C:15]([C:19]([F:22])([F:21])[F:20])[C:14]=3[CH3:23])[C:6]=2[CH:5]=[C:4]([N:24]2[CH2:29][CH2:28][O:27][CH2:26][CH2:25]2)[CH:3]=1.[O:30]1[CH:34]=[CH:33][C:32](B(O)O)=[CH:31]1.C(=O)([O-])[O-].[Na+].[Na+].C(O)(C(F)(F)F)=O, predict the reaction product. The product is: [O:30]1[CH:34]=[CH:33][C:32]([C:2]2[C:10]3[N:9]=[C:8]([CH3:11])[N:7]([CH2:12][C:13]4[CH:18]=[CH:17][CH:16]=[C:15]([C:19]([F:22])([F:21])[F:20])[C:14]=4[CH3:23])[C:6]=3[CH:5]=[C:4]([N:24]3[CH2:25][CH2:26][O:27][CH2:28][CH2:29]3)[CH:3]=2)=[CH:31]1.